From a dataset of Catalyst prediction with 721,799 reactions and 888 catalyst types from USPTO. Predict which catalyst facilitates the given reaction. Reactant: [CH3:1][C:2]([CH:5]([NH2:10])[C:6]([O:8][CH3:9])=[O:7])([CH3:4])[CH3:3].C(N(C(C)C)C(C)C)C.[CH:20]12[CH2:29][CH:24]3[CH2:25][CH:26]([CH2:28][CH:22]([CH2:23]3)[CH:21]1[N:30]=[C:31]=[O:32])[CH2:27]2. Product: [CH3:9][O:8][C:6](=[O:7])[C@@H:5]([NH:10][C:31]([NH:30][CH:21]1[CH:20]2[CH2:29][CH:24]3[CH2:25][CH:26]([CH2:28][CH:22]1[CH2:23]3)[CH2:27]2)=[O:32])[C:2]([CH3:4])([CH3:3])[CH3:1]. The catalyst class is: 3.